Dataset: Full USPTO retrosynthesis dataset with 1.9M reactions from patents (1976-2016). Task: Predict the reactants needed to synthesize the given product. (1) The reactants are: Cl[C:2]1[C:7]([N+:8]([O-:10])=[O:9])=[CH:6][CH:5]=[C:4]([Cl:11])[N:3]=1.[C:12]([O:16][CH2:17][CH3:18])(=[O:15])[CH2:13][OH:14].[H-].[Na+].[Cl-].[NH4+]. Given the product [CH2:17]([O:16][C:12](=[O:15])[CH2:13][O:14][C:2]1[C:7]([N+:8]([O-:10])=[O:9])=[CH:6][CH:5]=[C:4]([Cl:11])[N:3]=1)[CH3:18], predict the reactants needed to synthesize it. (2) Given the product [Cl:1][C:2]1[CH:7]=[CH:6][C:5]([O:8][CH3:9])=[CH:4][C:3]=1[CH:10]([CH3:21])[C:11]([C:13]1[CH:14]=[CH:15][C:16](=[O:20])[N:17]([CH3:19])[CH:18]=1)([OH:12])[C:23]([F:25])([F:24])[F:22], predict the reactants needed to synthesize it. The reactants are: [Cl:1][C:2]1[CH:7]=[CH:6][C:5]([O:8][CH3:9])=[CH:4][C:3]=1[CH:10]([CH3:21])[C:11]([C:13]1[CH:14]=[CH:15][C:16](=[O:20])[N:17]([CH3:19])[CH:18]=1)=[O:12].[F:22][C:23]([Si](C)(C)C)([F:25])[F:24].[F-].C[N+](C)(C)C. (3) Given the product [C:1]([O:5][C:6]([N:8]1[CH2:9][CH:10]=[C:11]([O:14][S:41]([C:44]([F:47])([F:46])[F:45])(=[O:43])=[O:42])[CH2:12][CH2:13]1)=[O:7])([CH3:4])([CH3:2])[CH3:3], predict the reactants needed to synthesize it. The reactants are: [C:1]([O:5][C:6]([N:8]1[CH2:13][CH2:12][C:11](=[O:14])[CH2:10][CH2:9]1)=[O:7])([CH3:4])([CH3:3])[CH3:2].C(NC(C)C)(C)C.[Li]CCCC.N1CCCCC1=O.C1C=CC(N([S:41]([C:44]([F:47])([F:46])[F:45])(=[O:43])=[O:42])[S:41]([C:44]([F:47])([F:46])[F:45])(=[O:43])=[O:42])=CC=1. (4) Given the product [Cl:1][C:2]1[CH:9]=[C:8]([O:10][C:11]2[CH:16]=[CH:15][C:14]([CH:17]=[O:18])=[CH:13][CH:12]=2)[CH:7]=[CH:6][C:3]=1[C:4]([NH2:5])=[O:20], predict the reactants needed to synthesize it. The reactants are: [Cl:1][C:2]1[CH:9]=[C:8]([O:10][C:11]2[CH:16]=[CH:15][C:14]([CH:17]=[O:18])=[CH:13][CH:12]=2)[CH:7]=[CH:6][C:3]=1[C:4]#[N:5].C([O-])([O-])=[O:20].[K+].[K+].OO.O. (5) Given the product [CH2:15]([CH:10]([CH2:11][CH2:12][CH2:13][CH3:14])[C:9]([C:2]1[S:1][C:5]2[C:4](=[CH:8][S:7][CH:6]=2)[N:3]=1)=[O:17])[CH3:16], predict the reactants needed to synthesize it. The reactants are: [S:1]1[C:5]2[CH2:6][S:7][CH2:8][C:4]=2[N:3]=[C:2]1[C:9](=[O:17])[CH:10]([CH2:15][CH3:16])[CH2:11][CH2:12][CH2:13][CH3:14].ClC1C=C(C(OO)=O)C=CC=1. (6) Given the product [C:56]([C:51]1[CH:52]=[C:53]2[C:48](=[CH:49][CH:50]=1)[C:47](=[O:60])[N:46]([CH2:45][C:44]1[CH:61]=[CH:62][C:41]([B:63]3[O:67][C:66]([CH3:69])([CH3:68])[C:65]([CH3:71])([CH3:70])[O:64]3)=[CH:42][CH:43]=1)[CH2:55][CH2:54]2)([CH3:59])([CH3:58])[CH3:57], predict the reactants needed to synthesize it. The reactants are: C(C1C=C2C(=C(F)C=1)C(=O)N(CC1C=CC(C3C=CN=C4NC(C5C=NN(C)C=5)=NC=34)=CC=1F)N=C2)(C)(C)C.Br[C:41]1[CH:62]=[CH:61][C:44]([CH2:45][N:46]2[CH2:55][CH2:54][C:53]3[C:48](=[CH:49][CH:50]=[C:51]([C:56]([CH3:59])([CH3:58])[CH3:57])[CH:52]=3)[C:47]2=[O:60])=[CH:43][CH:42]=1.[B:63]1(B2OC(C)(C)C(C)(C)O2)[O:67][C:66]([CH3:69])([CH3:68])[C:65]([CH3:71])([CH3:70])[O:64]1.C1(P(C2CCCCC2)C2C=CC=CC=2C2C(C(C)C)=CC(C(C)C)=CC=2C(C)C)CCCCC1.C([O-])(=O)C.[K+].O1CCOCC1. (7) Given the product [C:15]([OH:17])(=[O:16])[CH3:14].[NH2:11][C@H:12]([CH2:22][CH3:23])[CH2:13][CH2:14][C:15]([O:17][C:18]([CH3:20])([CH3:19])[CH3:21])=[O:16], predict the reactants needed to synthesize it. The reactants are: C(OC([NH:11][C@H:12]([CH2:22][CH3:23])/[CH:13]=[CH:14]/[C:15]([O:17][C:18]([CH3:21])([CH3:20])[CH3:19])=[O:16])=O)C1C=CC=CC=1.C(O)(=O)C. (8) Given the product [F:19][C:20]1[CH:27]=[CH:26][C:23]([CH2:24][S:25][CH:10]=[CH:9][C:8](=[N:7][C:1]2[CH:2]=[CH:3][CH:4]=[CH:5][CH:6]=2)[S:11][CH2:12][C:13]2[CH:18]=[CH:17][CH:16]=[CH:15][CH:14]=2)=[CH:22][CH:21]=1, predict the reactants needed to synthesize it. The reactants are: [C:1]1([N:7]=[C:8]([S:11][CH2:12][C:13]2[CH:18]=[CH:17][CH:16]=[CH:15][CH:14]=2)[C:9]#[CH:10])[CH:6]=[CH:5][CH:4]=[CH:3][CH:2]=1.[F:19][C:20]1[CH:27]=[CH:26][C:23]([CH2:24][SH:25])=[CH:22][CH:21]=1.CC(C)([O-])C.[K+].